Dataset: Catalyst prediction with 721,799 reactions and 888 catalyst types from USPTO. Task: Predict which catalyst facilitates the given reaction. (1) Reactant: [C:1]([C:5]1[CH:6]=[C:7]([NH:11][C:12]([CH:14]2[CH2:23][CH2:22][C:21]3[C:16](=[CH:17][C:18]([O:24][C:25]4[CH:30]=[CH:29][N:28]=[C:27]([N:31](CC5C=CC(OC)=CC=5)[CH3:32])[CH:26]=4)=[CH:19][CH:20]=3)[CH2:15]2)=[O:13])[CH:8]=[CH:9][CH:10]=1)([CH3:4])([CH3:3])[CH3:2]. Product: [C:1]([C:5]1[CH:6]=[C:7]([NH:11][C:12]([CH:14]2[CH2:23][CH2:22][C:21]3[C:16](=[CH:17][C:18]([O:24][C:25]4[CH:30]=[CH:29][N:28]=[C:27]([NH:31][CH3:32])[CH:26]=4)=[CH:19][CH:20]=3)[CH2:15]2)=[O:13])[CH:8]=[CH:9][CH:10]=1)([CH3:4])([CH3:2])[CH3:3]. The catalyst class is: 157. (2) Reactant: [CH2:1]([O:3][C:4]([C:6]1[C:18]([CH2:19][C:20]2[CH:25]=[CH:24][C:23]([F:26])=[CH:22][CH:21]=2)=[N:17][C:9]2[C@H:10]3[N:14]([C:15](=[O:16])[C:8]=2[C:7]=1[C:27]1[CH:35]=[CH:34][C:30]([C:31](O)=[O:32])=[CH:29][CH:28]=1)[CH2:13][CH2:12][CH2:11]3)=[O:5])[CH3:2].[N:36]1([NH2:45])[C:44]2[C:39](=[CH:40][CH:41]=[CH:42][CH:43]=2)[CH2:38][CH2:37]1.CCN=C=NCCCN(C)C.C1C=CC2N(O)N=NC=2C=1.C([O-])(O)=O.[Na+]. Product: [N:36]1([NH:45][C:31]([C:30]2[CH:29]=[CH:28][C:27]([C:7]3[C:8]4[C:15](=[O:16])[N:14]5[C@H:10]([C:9]=4[N:17]=[C:18]([CH2:19][C:20]4[CH:21]=[CH:22][C:23]([F:26])=[CH:24][CH:25]=4)[C:6]=3[C:4]([O:3][CH2:1][CH3:2])=[O:5])[CH2:11][CH2:12][CH2:13]5)=[CH:35][CH:34]=2)=[O:32])[C:44]2[C:39](=[CH:40][CH:41]=[CH:42][CH:43]=2)[CH2:38][CH2:37]1. The catalyst class is: 2. (3) Product: [OH:6][C@@H:5]([CH2:4][OH:3])[CH2:7][N:8]1[CH:12]=[CH:11][C:10]([NH:13][C:14](=[O:34])[C@@H:15]([N:20]2[CH2:24][C:23]([O:25][C:26]3[CH:31]=[CH:30][CH:29]=[CH:28][C:27]=3[Cl:32])=[CH:22][C:21]2=[O:33])[CH2:16][CH:17]([CH3:19])[CH3:18])=[N:9]1. The catalyst class is: 41. Reactant: CC1(C)[O:6][C@H:5]([CH2:7][N:8]2[CH:12]=[CH:11][C:10]([NH:13][C:14](=[O:34])[C@@H:15]([N:20]3[CH2:24][C:23]([O:25][C:26]4[CH:31]=[CH:30][CH:29]=[CH:28][C:27]=4[Cl:32])=[CH:22][C:21]3=[O:33])[CH2:16][CH:17]([CH3:19])[CH3:18])=[N:9]2)[CH2:4][O:3]1.Cl.O.